From a dataset of Forward reaction prediction with 1.9M reactions from USPTO patents (1976-2016). Predict the product of the given reaction. (1) Given the reactants [CH3:1][O:2][C:3]([CH:5]1[CH2:10][CH2:9][CH:8]([C:11]2[CH:16]=[CH:15][C:14]([CH:17]=[CH:18][CH:19]3[CH2:24][CH2:23][CH:22]([CH2:25][CH2:26][CH3:27])[CH2:21][CH2:20]3)=[CH:13][CH:12]=2)[CH2:7][CH2:6]1)=[O:4], predict the reaction product. The product is: [CH3:1][O:2][C:3]([CH:5]1[CH2:6][CH2:7][CH:8]([C:11]2[CH:12]=[CH:13][C:14]([CH2:17][CH2:18][CH:19]3[CH2:20][CH2:21][CH:22]([CH2:25][CH2:26][CH3:27])[CH2:23][CH2:24]3)=[CH:15][CH:16]=2)[CH2:9][CH2:10]1)=[O:4]. (2) Given the reactants C[CH:2]1[CH2:7][CH2:6][CH2:5][CH2:4][N:3]1[CH2:8][C:9]1[CH:14]=[CH:13][C:12]([F:15])=[C:11]([F:16])[CH:10]=1.B.[CH2:18]1[CH2:22]O[CH2:20][CH2:19]1.CO, predict the reaction product. The product is: [C:18]1([CH:22]([NH:3][CH2:2][CH2:7][CH:6]2[CH2:7][CH2:2][N:3]([CH2:8][C:9]3[CH:14]=[CH:13][C:12]([F:15])=[C:11]([F:16])[CH:10]=3)[CH2:4][CH2:5]2)[C:11]2[CH:10]=[CH:9][CH:14]=[CH:13][CH:12]=2)[CH:4]=[CH:5][CH:6]=[CH:20][CH:19]=1. (3) Given the reactants [F:1][C:2]1[CH:3]=[C:4]([N:9]2[CH2:13][C@H:12]([CH2:14][OH:15])[O:11][C:10]2=[O:16])[CH:5]=[CH:6][C:7]=1[I:8].C(N(CC)C(C)C)(C)C.[CH3:26][S:27](Cl)(=[O:29])=[O:28], predict the reaction product. The product is: [F:1][C:2]1[CH:3]=[C:4]([N:9]2[CH2:13][C@H:12]([CH2:14][O:15][S:27]([CH3:26])(=[O:29])=[O:28])[O:11][C:10]2=[O:16])[CH:5]=[CH:6][C:7]=1[I:8]. (4) Given the reactants [C:1]([C:4]1[CH:5]=[N:6][CH:7]=[CH:8][C:9]=1[CH2:10][CH:11]1[CH2:20][CH2:19][C:18]2[C:13](=[CH:14][CH:15]=[C:16]([O:21][CH3:22])[CH:17]=2)[C:12]1=[O:23])(=[O:3])[CH3:2].[F:24][C:25]([F:35])([F:34])[C:26]1[CH:27]=[C:28]([CH:31]=[CH:32][CH:33]=1)[CH2:29][Br:30], predict the reaction product. The product is: [Br-:30].[C:1]([C:4]1[CH:5]=[N+:6]([CH2:29][C:28]2[CH:31]=[CH:32][CH:33]=[C:26]([C:25]([F:24])([F:34])[F:35])[CH:27]=2)[CH:7]=[CH:8][C:9]=1[CH2:10][CH:11]1[CH2:20][CH2:19][C:18]2[C:13](=[CH:14][CH:15]=[C:16]([O:21][CH3:22])[CH:17]=2)[C:12]1=[O:23])(=[O:3])[CH3:2]. (5) Given the reactants Cl.C(OC(=O)[NH:8][C@H:9]([C:14]([N:16]1[CH2:20][C:19]([F:22])([F:21])[C:18]([F:24])([F:23])[CH2:17]1)=[O:15])[C@@H:10]([CH3:13])[CH2:11][CH3:12])(C)(C)C, predict the reaction product. The product is: [NH2:8][C@@H:9]([C@H:10]([CH3:13])[CH2:11][CH3:12])[C:14]([N:16]1[CH2:20][C:19]([F:21])([F:22])[C:18]([F:24])([F:23])[CH2:17]1)=[O:15]. (6) Given the reactants C([O:3][C:4](=[O:42])[CH2:5][N:6]([S:29]([N:32]1[C:41]2[C:36](=[CH:37][CH:38]=[CH:39][CH:40]=2)[CH2:35][CH2:34][CH2:33]1)(=[O:31])=[O:30])[CH2:7][C:8]1[CH:13]=[CH:12][CH:11]=[C:10]([O:14][CH2:15][CH2:16][C:17]2[N:18]=[C:19]([C:23]3[CH:28]=[CH:27][CH:26]=[CH:25][CH:24]=3)[O:20][C:21]=2[CH3:22])[CH:9]=1)C.O.[OH-].[Li+], predict the reaction product. The product is: [N:32]1([S:29]([N:6]([CH2:5][C:4]([OH:42])=[O:3])[CH2:7][C:8]2[CH:13]=[CH:12][CH:11]=[C:10]([O:14][CH2:15][CH2:16][C:17]3[N:18]=[C:19]([C:23]4[CH:24]=[CH:25][CH:26]=[CH:27][CH:28]=4)[O:20][C:21]=3[CH3:22])[CH:9]=2)(=[O:30])=[O:31])[C:41]2[C:36](=[CH:37][CH:38]=[CH:39][CH:40]=2)[CH2:35][CH2:34][CH2:33]1.